From a dataset of Catalyst prediction with 721,799 reactions and 888 catalyst types from USPTO. Predict which catalyst facilitates the given reaction. (1) Reactant: C[Si]([C:5]#[C:6][C:7]1[CH:8]=[C:9]([O:14][CH:15]([C:17]2[C:22]([Cl:23])=[CH:21][CH:20]=[C:19]([F:24])[C:18]=2[Cl:25])[CH3:16])[C:10]([NH2:13])=[N:11][CH:12]=1)(C)C.C([O-])([O-])=O.[K+].[K+]. Product: [C:6]([C:7]1[CH:8]=[C:9]([O:14][CH:15]([C:17]2[C:22]([Cl:23])=[CH:21][CH:20]=[C:19]([F:24])[C:18]=2[Cl:25])[CH3:16])[C:10]([NH2:13])=[N:11][CH:12]=1)#[CH:5]. The catalyst class is: 36. (2) Reactant: Cl.[CH3:2][C:3]1[C:4]2[N:5]([C:9]([N:12]3[CH2:17][CH2:16][NH:15][CH2:14][CH2:13]3)=[N:10][CH:11]=2)[CH:6]=[CH:7][N:8]=1. Product: [CH3:2][C:3]1[C:4]2[N:5]([C:9]([N:12]3[CH2:17][CH2:16][NH:15][CH2:14][CH2:13]3)=[N:10][CH:11]=2)[CH:6]=[CH:7][N:8]=1. The catalyst class is: 5. (3) Reactant: [CH2:1]([O:4][C:5]1[CH:13]=[CH:12][CH:11]=[CH:10][C:6]=1[C:7]([OH:9])=O)[CH2:2][CH3:3].S(Cl)(Cl)=O.[NH2:18][C:19]1[C:23]([CH2:24][CH2:25][CH3:26])=[N:22][N:21]([CH3:27])[C:20]=1[C:28]([NH2:30])=[O:29].C(N(CC)CC)C. Product: [CH3:27][N:21]1[C:20]([C:28]([NH2:30])=[O:29])=[C:19]([NH:18][C:7](=[O:9])[C:6]2[CH:10]=[CH:11][CH:12]=[CH:13][C:5]=2[O:4][CH2:1][CH2:2][CH3:3])[C:23]([CH2:24][CH2:25][CH3:26])=[N:22]1. The catalyst class is: 154. (4) Reactant: C(O)C.C([O:6][C:7](=O)[CH:8]([CH3:23])[CH:9]([N:11]([C:15]1[C:20]([NH2:21])=[CH:19][N:18]=[C:17]([Cl:22])[N:16]=1)[CH:12]1[CH2:14][CH2:13]1)[CH3:10])C. Product: [Cl:22][C:17]1[N:18]=[CH:19][C:20]2[NH:21][C:7](=[O:6])[CH:8]([CH3:23])[CH:9]([CH3:10])[N:11]([CH:12]3[CH2:14][CH2:13]3)[C:15]=2[N:16]=1. The catalyst class is: 15. (5) Reactant: [Br:1][C:2]1[CH:7]=[C:6]([N+:8]([O-])=O)[C:5]([F:11])=[CH:4][C:3]=1[CH3:12].[CH:13]([Mg]Br)=[CH2:14].O. Product: [Br:1][C:2]1[C:3]([CH3:12])=[CH:4][C:5]([F:11])=[C:6]2[C:7]=1[CH:13]=[CH:14][NH:8]2. The catalyst class is: 1. (6) Reactant: C(OC(=O)[CH2:5][N:6]([C:25]1[C:29]2=[N:30][CH:31]=[CH:32][CH:33]=[C:28]2[NH:27][CH:26]=1)[C:7]([CH:9]1[CH2:14][CH2:13][CH2:12][CH2:11][N:10]1[C:15](OCC1C=CC=CC=1)=[O:16])=[O:8])C. Product: [NH:27]1[C:28]2[C:29](=[N:30][CH:31]=[CH:32][CH:33]=2)[C:25]([N:6]2[CH2:5][C:15](=[O:16])[N:10]3[CH2:11][CH2:12][CH2:13][CH2:14][CH:9]3[C:7]2=[O:8])=[CH:26]1. The catalyst class is: 43. (7) Reactant: [NH2:1][C:2]1[C:3]2[C:10]([C:11]3[CH:16]=[CH:15][CH:14]=[C:13]([O:17][CH2:18][C:19]4[CH:24]=[CH:23][CH:22]=[CH:21][CH:20]=4)[CH:12]=3)=[CH:9][N:8]([C@@H:25]3[CH2:30][CH2:29][C@H:28]([OH:31])[CH2:27][CH2:26]3)[C:4]=2[N:5]=[CH:6][N:7]=1.[Br:32]N1C(=O)CCC1=O. Product: [NH2:1][C:2]1[C:3]2[C:10]([C:11]3[CH:16]=[CH:15][CH:14]=[C:13]([O:17][CH2:18][C:19]4[CH:24]=[CH:23][CH:22]=[CH:21][CH:20]=4)[CH:12]=3)=[C:9]([Br:32])[N:8]([C@@H:25]3[CH2:30][CH2:29][C@H:28]([OH:31])[CH2:27][CH2:26]3)[C:4]=2[N:5]=[CH:6][N:7]=1. The catalyst class is: 9. (8) Reactant: [CH3:1][C:2]1[CH:7]=[CH:6][C:5]([C:8]2[CH:13]=[C:12]([S:14]([CH3:17])(=[O:16])=[O:15])[CH:11]=[C:10]([C:18]([OH:20])=O)[CH:9]=2)=[CH:4][CH:3]=1.Cl.CN(C)CCCN=C=NCC.O.ON1C2C=CC=CC=2N=N1.[F:44][C:45]([F:55])([F:54])[C:46]1[N:51]=[CH:50][C:49]([CH2:52][NH2:53])=[CH:48][CH:47]=1.C(N(CC)C(C)C)(C)C. Product: [CH3:1][C:2]1[CH:3]=[CH:4][C:5]([C:8]2[CH:13]=[C:12]([S:14]([CH3:17])(=[O:15])=[O:16])[CH:11]=[C:10]([C:18]([NH:53][CH2:52][C:49]3[CH:50]=[N:51][C:46]([C:45]([F:55])([F:44])[F:54])=[CH:47][CH:48]=3)=[O:20])[CH:9]=2)=[CH:6][CH:7]=1. The catalyst class is: 2. (9) Reactant: [NH2:1][CH2:2][C:3]1[CH:4]=[CH:5][C:6]([NH2:12])=[N:7][C:8]=1[CH:9]1[CH2:11][CH2:10]1.[CH3:13][C:14]([O:17][C:18](O[C:18]([O:17][C:14]([CH3:16])([CH3:15])[CH3:13])=[O:19])=[O:19])([CH3:16])[CH3:15]. Product: [NH2:12][C:6]1[N:7]=[C:8]([CH:9]2[CH2:11][CH2:10]2)[C:3]([CH2:2][NH:1][C:18](=[O:19])[O:17][C:14]([CH3:16])([CH3:15])[CH3:13])=[CH:4][CH:5]=1. The catalyst class is: 2. (10) Reactant: [CH3:1][C:2]1([CH3:31])[CH2:7][CH2:6][C:5]([C:8]2[CH:13]=[C:12]([C:14]([NH:17][CH2:18][CH2:19][OH:20])([CH3:16])[CH3:15])[CH:11]=[CH:10][C:9]=2[NH:21][C:22]([C:24]2[NH:25][CH:26]=[C:27]([C:29]#[N:30])[N:28]=2)=[O:23])=[CH:4][CH2:3]1.[ClH:32]. Product: [ClH:32].[CH3:1][C:2]1([CH3:31])[CH2:7][CH2:6][C:5]([C:8]2[CH:13]=[C:12]([C:14]([NH:17][CH2:18][CH2:19][OH:20])([CH3:15])[CH3:16])[CH:11]=[CH:10][C:9]=2[NH:21][C:22]([C:24]2[NH:25][CH:26]=[C:27]([C:29]#[N:30])[N:28]=2)=[O:23])=[CH:4][CH2:3]1. The catalyst class is: 28.